From a dataset of Catalyst prediction with 721,799 reactions and 888 catalyst types from USPTO. Predict which catalyst facilitates the given reaction. (1) Reactant: [NH2:1][C:2]1[CH:6]=[C:5]([C:7]#[C:8][C:9]([CH3:12])([CH3:11])[CH3:10])[S:4][C:3]=1[C:13]([O:15][CH3:16])=[O:14].C(O)(=O)C.[CH3:21][N:22]1[C:26]([CH:27]=O)=[CH:25][N:24]=[CH:23]1.C(O[BH-](OC(=O)C)OC(=O)C)(=O)C.[Na+].C([O-])(O)=O.[Na+]. Product: [CH3:10][C:9]([CH3:11])([CH3:12])[C:8]#[C:7][C:5]1[S:4][C:3]([C:13]([O:15][CH3:16])=[O:14])=[C:2]([NH:1][CH2:27][C:26]2[N:22]([CH3:21])[CH:23]=[N:24][CH:25]=2)[CH:6]=1. The catalyst class is: 26. (2) Reactant: [C:1]([C:5]1[CH:9]=[C:8]([OH:10])[NH:7][N:6]=1)([CH3:4])([CH3:3])[CH3:2].Br[CH2:12][C:13]1[CH:22]=[CH:21][C:16]([C:17]([O:19][CH3:20])=[O:18])=[CH:15][CH:14]=1.[C:23](=[O:26])([O-])[O-].[K+].[K+].CN(C)[CH:31]=[O:32]. Product: [C:1]([C:5]1[CH:9]=[C:8]([O:10][CH2:12][C:13]2[CH:22]=[CH:21][C:16]([C:17]([O:19][CH3:20])=[O:18])=[CH:15][CH:14]=2)[N:7]([CH2:12][C:13]2[CH:22]=[CH:21][C:16]([C:23]([O:32][CH3:31])=[O:26])=[CH:15][CH:14]=2)[N:6]=1)([CH3:4])([CH3:3])[CH3:2]. The catalyst class is: 6. (3) Reactant: [C:1]1([CH2:7][CH2:8][C:9](Cl)=[O:10])[CH:6]=[CH:5][CH:4]=[CH:3][CH:2]=1.C(N(CC)CC)C.[NH:19]1[CH2:24][CH2:23][CH:22]([CH2:25][N:26]2[C:34]3[C:29](=[CH:30][C:31]([C:35]4[CH:36]=[N:37][N:38]([CH:40]5[CH2:45][CH2:44][CH2:43][CH2:42][O:41]5)[CH:39]=4)=[CH:32][CH:33]=3)[CH:28]=[N:27]2)[CH2:21][CH2:20]1.C(OCC)(=O)C. Product: [C:1]1([CH2:7][CH2:8][C:9]([N:19]2[CH2:24][CH2:23][CH:22]([CH2:25][N:26]3[C:34]4[C:29](=[CH:30][C:31]([C:35]5[CH:36]=[N:37][N:38]([CH:40]6[CH2:45][CH2:44][CH2:43][CH2:42][O:41]6)[CH:39]=5)=[CH:32][CH:33]=4)[CH:28]=[N:27]3)[CH2:21][CH2:20]2)=[O:10])[CH:6]=[CH:5][CH:4]=[CH:3][CH:2]=1. The catalyst class is: 46. (4) Product: [C:22]([C:21]1[N:26]=[C:14]([C:13]2[CH:17]=[CH:18][C:10]([C:9]#[C:8][C:4]3[CH:5]=[CH:6][CH:7]=[C:2]([F:1])[CH:3]=3)=[CH:11][CH:12]=2)[O:15][N:20]=1)([CH3:25])([CH3:24])[CH3:23]. The catalyst class is: 38. Reactant: [F:1][C:2]1[CH:3]=[C:4]([C:8]#[C:9][C:10]2[CH:18]=[CH:17][C:13]([C:14](Cl)=[O:15])=[CH:12][CH:11]=2)[CH:5]=[CH:6][CH:7]=1.O[NH:20][C:21](=[NH:26])[C:22]([CH3:25])([CH3:24])[CH3:23].N1C=CC=CC=1. (5) Reactant: [CH:1]1([CH2:6][C@@H:7]([C:19]([NH:21][NH:22][C:23]2[C:28]([F:29])=[C:27]([N:30]3[CH2:34][CH:33]=[CH:32][CH2:31]3)[N:26]=[C:25]([CH3:35])[N:24]=2)=[O:20])[CH2:8][N:9]([O:12]C2CCCCO2)[CH:10]=[O:11])[CH2:5][CH2:4][CH2:3][CH2:2]1.CC(O)=O. Product: [CH:1]1([CH2:6][C@@H:7]([C:19]([NH:21][NH:22][C:23]2[C:28]([F:29])=[C:27]([N:30]3[CH2:34][CH:33]=[CH:32][CH2:31]3)[N:26]=[C:25]([CH3:35])[N:24]=2)=[O:20])[CH2:8][N:9]([OH:12])[CH:10]=[O:11])[CH2:5][CH2:4][CH2:3][CH2:2]1. The catalyst class is: 6. (6) Reactant: [OH:1][CH:2]1[CH2:11][CH2:10][NH:9][C:8]2[N:7]=[CH:6][C:5]([C:12]3[CH:17]=[CH:16][C:15]([C:18]([N:20]4[CH2:25][CH2:24][N:23]([CH3:26])[CH2:22][CH2:21]4)=[O:19])=[CH:14][CH:13]=3)=[CH:4][C:3]1=2.[Cl:27][C:28]1[CH:29]=[C:30](O)[CH:31]=[CH:32][CH:33]=1. Product: [Cl:27][C:28]1[CH:33]=[C:32]([CH:31]=[CH:30][CH:29]=1)[O:1][CH:2]1[CH2:11][CH2:10][NH:9][C:8]2[N:7]=[CH:6][C:5]([C:12]3[CH:13]=[CH:14][C:15]([C:18]([N:20]4[CH2:21][CH2:22][N:23]([CH3:26])[CH2:24][CH2:25]4)=[O:19])=[CH:16][CH:17]=3)=[CH:4][C:3]1=2. The catalyst class is: 100. (7) Reactant: C(OC([N:8]1[CH2:13][CH2:12][CH:11]([CH2:14][C:15](=[O:27])[NH:16][C:17]2[CH:22]=[CH:21][C:20]([S:23]([CH3:26])(=[O:25])=[O:24])=[CH:19][CH:18]=2)[CH2:10][CH2:9]1)=O)(C)(C)C.C(O)(C(F)(F)F)=O. Product: [CH3:26][S:23]([C:20]1[CH:21]=[CH:22][C:17]([NH:16][C:15](=[O:27])[CH2:14][CH:11]2[CH2:12][CH2:13][NH:8][CH2:9][CH2:10]2)=[CH:18][CH:19]=1)(=[O:25])=[O:24]. The catalyst class is: 2. (8) Reactant: Br[C:2]1[C:3]([C:14]2[S:15][CH:16]=[C:17]([C:19]3[CH:20]=[N:21][N:22]([CH3:24])[CH:23]=3)[N:18]=2)=[CH:4][C:5]([NH:8][C:9]([NH:11][CH2:12][CH3:13])=[O:10])=[N:6][CH:7]=1.CC1(C)C(C)(C)[O:29][B:28](B2OC(C)(C)C(C)(C)O2)[O:27]1.C(N(CC)CC)C.C([O-])(=O)C.[K+]. Product: [CH2:12]([NH:11][C:9](=[O:10])[NH:8][C:5]1[N:6]=[CH:7][C:2]([B:28]([OH:29])[OH:27])=[C:3]([C:14]2[S:15][CH:16]=[C:17]([C:19]3[CH:20]=[N:21][N:22]([CH3:24])[CH:23]=3)[N:18]=2)[CH:4]=1)[CH3:13]. The catalyst class is: 184. (9) Reactant: [NH:1]1[C:9]2[C:4](=[CH:5][CH:6]=[CH:7][CH:8]=2)[C:3](/[CH:10]=[CH:11]/[C:12]2[CH:17]=[CH:16][C:15]([N:18]3[CH2:23][CH2:22][N:21]([CH2:24][CH2:25][OH:26])[CH2:20][CH2:19]3)=[CH:14][C:13]=2[N+:27]([O-])=O)=[N:2]1.[Sn].Cl.[OH-].[Na+]. Product: [NH2:27][C:13]1[CH:14]=[C:15]([N:18]2[CH2:19][CH2:20][N:21]([CH2:24][CH2:25][OH:26])[CH2:22][CH2:23]2)[CH:16]=[CH:17][C:12]=1/[CH:11]=[CH:10]/[C:3]1[C:4]2[C:9](=[CH:8][CH:7]=[CH:6][CH:5]=2)[NH:1][N:2]=1. The catalyst class is: 8. (10) Reactant: [C:1]([O:5][C:6]([N:8]1[C@H:12]([CH2:13][O:14][CH3:15])[CH2:11][CH2:10][C@H:9]1[CH2:16][O:17]CC1C=CC=CC=1)=[O:7])([CH3:4])([CH3:3])[CH3:2]. Product: [C:1]([O:5][C:6]([N:8]1[C@H:12]([CH2:13][O:14][CH3:15])[CH2:11][CH2:10][C@H:9]1[CH2:16][OH:17])=[O:7])([CH3:4])([CH3:3])[CH3:2]. The catalyst class is: 129.